From a dataset of Forward reaction prediction with 1.9M reactions from USPTO patents (1976-2016). Predict the product of the given reaction. (1) Given the reactants [Cl:1][C:2]1[CH:3]=[C:4]([NH:20][C:21]2[C:31]3[CH:30]=[C:29]([C:32]([O:34]C)=[O:33])[CH2:28][CH2:27][NH:26][C:25]=3[N:24]=[CH:23][N:22]=2)[CH:5]=[N:6][C:7]=1[O:8][C:9]1[CH:14]=[CH:13][CH:12]=[C:11]([O:15][C:16]([F:19])([F:18])[F:17])[CH:10]=1.[OH-].[Na+].Cl, predict the reaction product. The product is: [Cl:1][C:2]1[CH:3]=[C:4]([NH:20][C:21]2[C:31]3[CH:30]=[C:29]([C:32]([OH:34])=[O:33])[CH2:28][CH2:27][NH:26][C:25]=3[N:24]=[CH:23][N:22]=2)[CH:5]=[N:6][C:7]=1[O:8][C:9]1[CH:14]=[CH:13][CH:12]=[C:11]([O:15][C:16]([F:17])([F:18])[F:19])[CH:10]=1. (2) Given the reactants C[O:2][C:3]([C:5]1[S:25][C:8]2=[CH:9][N:10]=[CH:11][C:12]([NH:13][C:14]3[S:15][C:16]([C:19]4[CH:24]=[CH:23][CH:22]=[CH:21][N:20]=4)=[CH:17][CH:18]=3)=[C:7]2[CH:6]=1)=O.[NH3:26], predict the reaction product. The product is: [N:20]1[CH:21]=[CH:22][CH:23]=[CH:24][C:19]=1[C:16]1[S:15][C:14]([NH:13][C:12]2[CH:11]=[N:10][CH:9]=[C:8]3[S:25][C:5]([C:3]([NH2:26])=[O:2])=[CH:6][C:7]=23)=[CH:18][CH:17]=1. (3) Given the reactants C([O:8][C:9]1[CH:10]=[CH:11][C:12]([S:19]([C:22]2[CH:27]=[CH:26][C:25]([F:28])=[CH:24][CH:23]=2)(=[O:21])=[O:20])=[C:13]2[C:18]=1[N:17]=[CH:16][CH:15]=[CH:14]2)C1C=CC=CC=1.[BrH:29], predict the reaction product. The product is: [BrH:29].[F:28][C:25]1[CH:24]=[CH:23][C:22]([S:19]([C:12]2[CH:11]=[CH:10][C:9]([OH:8])=[C:18]3[C:13]=2[CH:14]=[CH:15][CH:16]=[N:17]3)(=[O:21])=[O:20])=[CH:27][CH:26]=1.[BrH:29]. (4) Given the reactants C(N(CC)CC)C.[CH:8]([C:10]1[C:18]2[C:13](=[CH:14][CH:15]=[CH:16][CH:17]=2)[N:12](C(OC(C)(C)C)=O)[CH:11]=1)=[O:9].[CH3:26][O:27][C:28]1[CH:29]=[C:30]([CH2:42][OH:43])[CH:31]=[C:32]([N:34]=[CH:35][C:36]2[CH:37]=[N:38][CH:39]=[CH:40][CH:41]=2)[CH:33]=1, predict the reaction product. The product is: [OH:43][CH2:42][C:30]1[CH:31]=[C:32]([NH:34][CH:35]([C:36]2[CH:37]=[N:38][CH:39]=[CH:40][CH:41]=2)[C:8]([C:10]2[C:18]3[C:13](=[CH:14][CH:15]=[CH:16][CH:17]=3)[NH:12][CH:11]=2)=[O:9])[CH:33]=[C:28]([O:27][CH3:26])[CH:29]=1. (5) Given the reactants [CH2:1]([C:3]1[CH:8]=[C:7]([CH3:9])[CH:6]=[C:5]([CH2:10][CH3:11])[C:4]=1[C:12](=[O:18])[C:13]([N:15]([CH3:17])[NH2:16])=[O:14])[CH3:2].[CH3:19][C:20]1[CH:25]=[CH:24][C:23]([S:26]([CH2:29][C:30](=O)[CH3:31])(=[O:28])=[O:27])=[CH:22][CH:21]=1, predict the reaction product. The product is: [CH2:1]([C:3]1[CH:8]=[C:7]([CH3:9])[CH:6]=[C:5]([CH2:10][CH3:11])[C:4]=1[C:12](=[O:18])[C:13]([N:15]([CH3:17])[N:16]=[C:30]([CH3:31])[CH2:29][S:26]([C:23]1[CH:24]=[CH:25][C:20]([CH3:19])=[CH:21][CH:22]=1)(=[O:28])=[O:27])=[O:14])[CH3:2]. (6) Given the reactants [O:1]([C:8]1[CH:9]=[C:10]([N:14]([CH2:22][C:23]2[CH:24]=[C:25]([CH:30]=[CH:31][CH:32]=2)[C:26](OC)=[O:27])[CH2:15][CH:16]([OH:21])[C:17]([F:20])([F:19])[F:18])[CH:11]=[CH:12][CH:13]=1)[C:2]1[CH:7]=[CH:6][CH:5]=[CH:4][CH:3]=1.ClCCl.[H-].[Al+3].[Li+].[H-].[H-].[H-].C1COCC1, predict the reaction product. The product is: [O:1]([C:8]1[CH:9]=[C:10]([N:14]([CH2:22][C:23]2[CH:24]=[C:25]([CH2:26][OH:27])[CH:30]=[CH:31][CH:32]=2)[CH2:15][CH:16]([OH:21])[C:17]([F:18])([F:19])[F:20])[CH:11]=[CH:12][CH:13]=1)[C:2]1[CH:7]=[CH:6][CH:5]=[CH:4][CH:3]=1. (7) Given the reactants [NH2:1]/[C:2](=[N:10]\[O:11][C:12]([C@H:14]([CH2:23][CH2:24][CH2:25][CH:26]1[CH2:31][CH2:30][CH2:29][CH2:28][CH2:27]1)[CH2:15][C:16]([O:18][C:19]([CH3:22])([CH3:21])[CH3:20])=[O:17])=O)/[CH2:3][S:4]([CH2:7][CH2:8][CH3:9])(=[O:6])=[O:5], predict the reaction product. The product is: [CH:26]1([CH2:25][CH2:24][CH2:23][C@@H:14]([C:12]2[O:11][N:10]=[C:2]([CH2:3][S:4]([CH2:7][CH2:8][CH3:9])(=[O:6])=[O:5])[N:1]=2)[CH2:15][C:16]([O:18][C:19]([CH3:22])([CH3:21])[CH3:20])=[O:17])[CH2:31][CH2:30][CH2:29][CH2:28][CH2:27]1.